This data is from Forward reaction prediction with 1.9M reactions from USPTO patents (1976-2016). The task is: Predict the product of the given reaction. (1) The product is: [ClH:1].[CH3:37][O:38][C:39]1[C:40]([O:48][CH2:49][CH2:50][CH3:51])=[C:41]([CH:45]=[CH:46][CH:47]=1)[CH2:42][N:20]([CH3:19])[C:15](=[O:17])/[CH:14]=[CH:13]/[C:8]1[CH:9]=[N:10][C:11]2[NH:12][C:3](=[O:2])[CH2:4][CH2:5][C:6]=2[CH:7]=1. Given the reactants [ClH:1].[O:2]=[C:3]1[NH:12][C:11]2[N:10]=[CH:9][C:8](/[CH:13]=[CH:14]/[C:15]([OH:17])=O)=[CH:7][C:6]=2[CH2:5][CH2:4]1.Cl.[CH3:19][N:20]1CC2C=C(/C=C/C(O)=O)C=NC=2NC(=O)C1.[CH3:37][O:38][C:39]1[C:40]([O:48][CH2:49][CH2:50][CH3:51])=[C:41]([CH:45]=[CH:46][CH:47]=1)[CH2:42]CN.CNCC1C=CC2C(=CC=CC=2)C=1CCC, predict the reaction product. (2) Given the reactants [CH3:1][N:2]1[CH2:7][CH2:6][C:5]([CH2:14][NH2:15])([C:8]2[CH:13]=[CH:12][CH:11]=[CH:10][CH:9]=2)[CH2:4][CH2:3]1.[C:16]([C:18]1[CH:19]=[C:20]([C:28](Cl)=[O:29])[C:21]2[C:26]([CH:27]=1)=[CH:25][CH:24]=[CH:23][CH:22]=2)#[N:17], predict the reaction product. The product is: [CH3:1][N:2]1[CH2:7][CH2:6][C:5]([C:8]2[CH:13]=[CH:12][CH:11]=[CH:10][CH:9]=2)([CH2:14][NH:15][C:28]([C:20]2[C:21]3[C:26](=[CH:25][CH:24]=[CH:23][CH:22]=3)[CH:27]=[C:18]([C:16]#[N:17])[CH:19]=2)=[O:29])[CH2:4][CH2:3]1. (3) Given the reactants Cl.[F:2][C:3]([F:20])([F:19])[C:4]1[CH:5]=[C:6]([C:10]#[C:11][C:12]2[CH:13]=[C:14]([NH2:18])[CH:15]=[N:16][CH:17]=2)[CH:7]=[CH:8][CH:9]=1.Cl[C:22]([O:24][CH3:25])=[O:23], predict the reaction product. The product is: [CH3:25][O:24][C:22](=[O:23])[NH:18][C:14]1[CH:15]=[N:16][CH:17]=[C:12]([C:11]#[C:10][C:6]2[CH:7]=[CH:8][CH:9]=[C:4]([C:3]([F:2])([F:19])[F:20])[CH:5]=2)[CH:13]=1. (4) Given the reactants [Cl:1][C:2]1[N:6]=[CH:5][N:4]([C:7]2[C:12]([F:13])=[CH:11][C:10]([F:14])=[CH:9][C:8]=2[F:15])[C:3]=1[N:16]1[CH2:21][CH2:20][CH:19]([CH3:22])[CH2:18][CH2:17]1.[Cl:23]N1C(=O)CCC1=O, predict the reaction product. The product is: [Cl:23][C:5]1[N:4]([C:7]2[C:8]([F:15])=[CH:9][C:10]([F:14])=[CH:11][C:12]=2[F:13])[C:3]([N:16]2[CH2:21][CH2:20][CH:19]([CH3:22])[CH2:18][CH2:17]2)=[C:2]([Cl:1])[N:6]=1. (5) Given the reactants [Cl:1][C:2]1[C:7]([Cl:8])=[CH:6][N:5]=[C:4]([NH:9]C(=O)C(C)(C)C)[CH:3]=1.Cl, predict the reaction product. The product is: [Cl:1][C:2]1[C:7]([Cl:8])=[CH:6][N:5]=[C:4]([NH2:9])[CH:3]=1. (6) Given the reactants Br[C:2]1[CH:7]=[CH:6][CH:5]=[C:4]([Cl:8])[C:3]=1[Cl:9].[NH:10]1[CH2:16][CH2:15][CH2:14][NH:13][CH2:12][CH2:11]1.C1CCN2C(=NCCC2)CC1.CC([O-])(C)C.[Na+].[CH3:34][C:35]([O:38][C:39](O[C:39]([O:38][C:35]([CH3:37])([CH3:36])[CH3:34])=[O:40])=[O:40])([CH3:37])[CH3:36], predict the reaction product. The product is: [Cl:9][C:3]1[C:4]([Cl:8])=[CH:5][CH:6]=[CH:7][C:2]=1[N:10]1[CH2:16][CH2:15][CH2:14][N:13]([C:39]([O:38][C:35]([CH3:37])([CH3:36])[CH3:34])=[O:40])[CH2:12][CH2:11]1. (7) Given the reactants [F:1][C:2]1[CH:3]=[C:4]([CH:19]=[C:20]([F:22])[CH:21]=1)[C:5]([C:7]12[CH2:14][CH2:13][C:10]([C:15]([O:17]C)=[O:16])([CH2:11][CH2:12]1)[CH2:9][CH2:8]2)=[O:6].[OH-].[Na+].O, predict the reaction product. The product is: [F:1][C:2]1[CH:3]=[C:4]([CH:19]=[C:20]([F:22])[CH:21]=1)[C:5]([C:7]12[CH2:8][CH2:9][C:10]([C:15]([OH:17])=[O:16])([CH2:13][CH2:14]1)[CH2:11][CH2:12]2)=[O:6].